Dataset: Forward reaction prediction with 1.9M reactions from USPTO patents (1976-2016). Task: Predict the product of the given reaction. (1) Given the reactants [CH3:1][O:2][C:3]1[CH:11]=[CH:10][CH:9]=[C:8]2[C:4]=1[CH2:5][CH2:6][C:7]12[C:15](=[O:16])[NH:14][C:13](=[O:17])[NH:12]1.Br[CH2:19][C:20]([O:22][C:23]([CH3:26])([CH3:25])[CH3:24])=[O:21].C([O-])([O-])=O.[K+].[K+], predict the reaction product. The product is: [CH3:1][O:2][C:3]1[CH:11]=[CH:10][CH:9]=[C:8]2[C:4]=1[CH2:5][CH2:6][C:7]12[C:15](=[O:16])[N:14]([CH2:19][C:20]([O:22][C:23]([CH3:26])([CH3:25])[CH3:24])=[O:21])[C:13](=[O:17])[NH:12]1. (2) Given the reactants [CH3:1][N:2]([CH2:4][C:5]1[CH:12]=[CH:11][C:8]([CH2:9][NH2:10])=[CH:7][CH:6]=1)[CH3:3].[C:13]([C:15]1[CH:16]=[C:17]([CH:21]=[CH:22][CH:23]=1)[C:18](Cl)=[O:19])#[N:14].C(N(CC)CC)C, predict the reaction product. The product is: [C:13]([C:15]1[CH:16]=[C:17]([CH:21]=[CH:22][CH:23]=1)[C:18]([NH:10][CH2:9][C:8]1[CH:7]=[CH:6][C:5]([CH2:4][N:2]([CH3:1])[CH3:3])=[CH:12][CH:11]=1)=[O:19])#[N:14].